From a dataset of Full USPTO retrosynthesis dataset with 1.9M reactions from patents (1976-2016). Predict the reactants needed to synthesize the given product. (1) Given the product [CH3:7][O:6][C:4]([C:3]1[N:1]=[CH:2][O:15][C:14]=1[C:13]1[CH:17]=[CH:18][C:10]([C:8]#[N:9])=[CH:11][CH:12]=1)=[O:5], predict the reactants needed to synthesize it. The reactants are: [N+:1]([CH2:3][C:4]([O:6][CH3:7])=[O:5])#[C-:2].[C:8]([C:10]1[CH:18]=[CH:17][C:13]([C:14](Cl)=[O:15])=[CH:12][CH:11]=1)#[N:9].C(N(CC)CC)C. (2) Given the product [Br:14][C:11]1[CH:10]=[CH:9][C:8]([CH:4]2[CH2:3][CH:2]=[CH:7][CH2:6][O:5]2)=[CH:13][CH:12]=1, predict the reactants needed to synthesize it. The reactants are: Br[CH:2]1[CH2:7][CH2:6][O:5][CH:4]([C:8]2[CH:13]=[CH:12][C:11]([Br:14])=[CH:10][CH:9]=2)[CH2:3]1.N12CCCN=C1CCCCC2.